This data is from Forward reaction prediction with 1.9M reactions from USPTO patents (1976-2016). The task is: Predict the product of the given reaction. (1) Given the reactants Br[C:2]1[C:11]2[C:6](=[CH:7][C:8]([S:12]([N:15]([C:25]3[CH:29]=[CH:28][O:27][N:26]=3)[CH2:16][C:17]3[CH:22]=[CH:21][C:20]([O:23][CH3:24])=[CH:19][CH:18]=3)(=[O:14])=[O:13])=[CH:9][CH:10]=2)[C:5](=[O:30])[N:4]([CH3:31])[CH:3]=1.[Cl:32][C:33]1[CH:38]=[C:37](B(O)O)[C:36]([O:42][CH3:43])=[CH:35][C:34]=1[C:44]1[CH:49]=[CH:48][CH:47]=[C:46]([F:50])[CH:45]=1.C(=O)([O-])[O-].[K+].[K+], predict the reaction product. The product is: [Cl:32][C:33]1[CH:38]=[C:37]([C:2]2[C:11]3[C:6](=[CH:7][C:8]([S:12]([N:15]([C:25]4[CH:29]=[CH:28][O:27][N:26]=4)[CH2:16][C:17]4[CH:22]=[CH:21][C:20]([O:23][CH3:24])=[CH:19][CH:18]=4)(=[O:14])=[O:13])=[CH:9][CH:10]=3)[C:5](=[O:30])[N:4]([CH3:31])[CH:3]=2)[C:36]([O:42][CH3:43])=[CH:35][C:34]=1[C:44]1[CH:49]=[CH:48][CH:47]=[C:46]([F:50])[CH:45]=1. (2) Given the reactants CC1(C)C(C)(C)OB([C:9]2[CH:16]=[CH:15][C:14]([C:17]([F:20])([F:19])[F:18])=[CH:13][C:10]=2[CH:11]=[O:12])O1.Br[C:23]1[C:24]([O:30][CH3:31])=[N:25][CH:26]=[C:27]([Br:29])[CH:28]=1.C(=O)([O-])[O-].[K+].[K+].CCOC(C)=O, predict the reaction product. The product is: [Br:29][C:27]1[CH:28]=[C:23]([C:9]2[CH:16]=[CH:15][C:14]([C:17]([F:18])([F:19])[F:20])=[CH:13][C:10]=2[CH:11]=[O:12])[C:24]([O:30][CH3:31])=[N:25][CH:26]=1. (3) Given the reactants C(OC(=O)[NH:7][CH2:8][CH:9]1[CH2:14][CH2:13][C:12]([F:16])([F:15])[CH2:11][CH2:10]1)(C)(C)C.[ClH:18].CC(O)=O, predict the reaction product. The product is: [ClH:18].[F:15][C:12]1([F:16])[CH2:13][CH2:14][CH:9]([CH2:8][NH2:7])[CH2:10][CH2:11]1. (4) The product is: [C:1]([C:3]1[CH:8]=[CH:7][C:6]([C:9]2([F:31])[CH2:12][N:11]([C:13]([O:15][C:16]([CH3:19])([CH3:18])[CH3:17])=[O:14])[CH2:10]2)=[CH:5][CH:4]=1)#[N:2]. Given the reactants [C:1]([C:3]1[CH:8]=[CH:7][C:6]([C:9]2(O)[CH2:12][N:11]([C:13]([O:15][C:16]([CH3:19])([CH3:18])[CH3:17])=[O:14])[CH2:10]2)=[CH:5][CH:4]=1)#[N:2].COCCN(S(F)(F)[F:31])CCOC, predict the reaction product. (5) Given the reactants [CH:1]1([CH2:6][C:7]([OH:9])=O)[CH2:5][CH2:4][CH2:3][CH2:2]1.Cl.N[C@H](C([C:16]1([NH2:39])[C:22](=[O:23])[N:21]([CH2:24][C:25]([CH3:28])([CH3:27])[CH3:26])[C:20]2[CH:29]=[CH:30][CH:31]=[CH:32][C:19]=2[N:18]([CH2:33][C:34]([CH3:37])([CH3:36])[CH3:35])[C:17]1=[O:38])=O)C, predict the reaction product. The product is: [CH:1]1([CH2:6][C:7]([NH:39][C@H:16]([C:22]([NH:39][CH:16]2[C:17](=[O:38])[N:18]([CH2:33][C:34]([CH3:37])([CH3:36])[CH3:35])[C:19]3[CH:32]=[CH:31][CH:30]=[CH:29][C:20]=3[N:21]([CH2:24][C:25]([CH3:27])([CH3:26])[CH3:28])[C:22]2=[O:23])=[O:23])[CH3:17])=[O:9])[CH2:2][CH2:3][CH2:4][CH2:5]1. (6) Given the reactants Br[C:2]1[CH:9]=[CH:8][C:5]([CH:6]=[O:7])=[CH:4][C:3]=1[F:10].[CH2:11]([C:18]1[CH:19]=[CH:20][C:21]2[S:25][CH:24]=[CH:23][C:22]=2[CH:26]=1)[C:12]1[CH:17]=[CH:16][CH:15]=[CH:14][CH:13]=1.C([O-])(=O)C.[K+], predict the reaction product. The product is: [CH2:11]([C:18]1[CH:19]=[CH:20][C:21]2[S:25][C:24]([C:2]3[CH:9]=[CH:8][C:5]([CH:6]=[O:7])=[CH:4][C:3]=3[F:10])=[CH:23][C:22]=2[CH:26]=1)[C:12]1[CH:13]=[CH:14][CH:15]=[CH:16][CH:17]=1.